Predict the product of the given reaction. From a dataset of Forward reaction prediction with 1.9M reactions from USPTO patents (1976-2016). (1) Given the reactants C[O:2][C:3](=[O:39])[CH2:4][CH2:5][CH2:6][O:7][C:8]1[C:17]([N:18]2[CH2:24][CH2:23][CH2:22][N:21]([CH2:25][C:26]3[N:27]=[C:28]([N:31]4[CH2:36][CH2:35][CH:34]([OH:37])[CH2:33][CH2:32]4)[S:29][CH:30]=3)[CH2:20][CH2:19]2)=[C:16]2[C:11]([CH:12]=[CH:13][CH:14]=[N:15]2)=[CH:10][C:9]=1[CH3:38].[OH-].[Na+].CO, predict the reaction product. The product is: [OH:37][CH:34]1[CH2:33][CH2:32][N:31]([C:28]2[S:29][CH:30]=[C:26]([CH2:25][N:21]3[CH2:22][CH2:23][CH2:24][N:18]([C:17]4[C:8]([O:7][CH2:6][CH2:5][CH2:4][C:3]([OH:39])=[O:2])=[C:9]([CH3:38])[CH:10]=[C:11]5[C:16]=4[N:15]=[CH:14][CH:13]=[CH:12]5)[CH2:19][CH2:20]3)[N:27]=2)[CH2:36][CH2:35]1. (2) Given the reactants [N:1]1[CH:6]=[CH:5][CH:4]=[CH:3][C:2]=1[C:7]1[N:8]=[C:9]([NH:15][C:16]2[N:21]=[CH:20][CH:19]=[CH:18][N:17]=2)[S:10][C:11]=1[C:12]([OH:14])=[O:13].[C:22](OC(O[C:22]([CH3:25])([CH3:24])[CH3:23])N(C)C)([CH3:25])([CH3:24])[CH3:23], predict the reaction product. The product is: [C:22]([N:15]([C:16]1[N:17]=[CH:18][CH:19]=[CH:20][N:21]=1)[C:9]1[S:10][C:11]([C:12]([O:14][C:22]([CH3:25])([CH3:24])[CH3:23])=[O:13])=[C:7]([C:2]2[CH:3]=[CH:4][CH:5]=[CH:6][N:1]=2)[N:8]=1)([CH3:25])([CH3:24])[CH3:23]. (3) Given the reactants [C:1]1([C:7]2[CH:12]=[C:11]([C:13]3[CH:18]=[CH:17][CH:16]=[CH:15][CH:14]=3)[N:10]=[C:9]([C:19]3[CH:24]=[CH:23][C:22]([CH2:25][OH:26])=[CH:21][CH:20]=3)[N:8]=2)[CH:6]=[CH:5][CH:4]=[CH:3][CH:2]=1.C(N(CC)CC)C.[CH3:34][S:35](Cl)(=[O:37])=[O:36], predict the reaction product. The product is: [C:1]1([C:7]2[CH:12]=[C:11]([C:13]3[CH:18]=[CH:17][CH:16]=[CH:15][CH:14]=3)[N:10]=[C:9]([C:19]3[CH:20]=[CH:21][C:22]([CH2:25][O:26][S:35]([CH3:34])(=[O:37])=[O:36])=[CH:23][CH:24]=3)[N:8]=2)[CH:6]=[CH:5][CH:4]=[CH:3][CH:2]=1. (4) Given the reactants [Cl:1][C:2]1[C:3]([C:12]2[CH:17]=[C:16]([OH:18])[C:15]([Cl:19])=[CH:14][C:13]=2[F:20])=[N:4][N:5]([CH3:11])[C:6]=1[C:7]([F:10])([F:9])[F:8].C(=O)([O-])[O-].[K+].[K+].Cl[N:28]1[N:33]=[C:32]([O:34][CH3:35])[CH:31]=[C:30]([O:36][CH3:37])[NH:29]1.C(Cl)Cl, predict the reaction product. The product is: [Cl:1][C:2]1[C:3]([C:12]2[CH:17]=[C:16]([O:18][N:28]3[N:29]=[C:30]([O:36][CH3:37])[CH:31]=[C:32]([O:34][CH3:35])[NH:33]3)[C:15]([Cl:19])=[CH:14][C:13]=2[F:20])=[N:4][N:5]([CH3:11])[C:6]=1[C:7]([F:8])([F:10])[F:9]. (5) The product is: [CH3:28][C:23]1([CH3:29])[C:24]([CH3:27])([CH3:26])[O:25][B:21]([C:2]2[CH:7]=[CH:6][C:5]([C:8]3[N:9]=[C:10]4[N:14]([CH:15]=3)[CH:13]=[CH:12][S:11]4)=[CH:4][CH:3]=2)[O:22]1. Given the reactants I[C:2]1[CH:7]=[CH:6][C:5]([C:8]2[N:9]=[C:10]3[N:14]([CH:15]=2)[CH:13]=[CH:12][S:11]3)=[CH:4][CH:3]=1.C([O-])(=O)C.[K+].[B:21]1([B:21]2[O:25][C:24]([CH3:27])([CH3:26])[C:23]([CH3:29])([CH3:28])[O:22]2)[O:25][C:24]([CH3:27])([CH3:26])[C:23]([CH3:29])([CH3:28])[O:22]1, predict the reaction product. (6) Given the reactants Cl.[Cl:2][C:3]1[C:4]([F:11])=[C:5]([NH:9][NH2:10])[CH:6]=[CH:7][CH:8]=1.[C:12](/[C:14](=[CH:20]\OCC)/[C:15]([O:17][CH2:18][CH3:19])=[O:16])#[N:13].C([O-])(=O)C.[Na+].CC(O)=O, predict the reaction product. The product is: [NH2:13][C:12]1[N:9]([C:5]2[CH:6]=[CH:7][CH:8]=[C:3]([Cl:2])[C:4]=2[F:11])[N:10]=[CH:20][C:14]=1[C:15]([O:17][CH2:18][CH3:19])=[O:16]. (7) Given the reactants CO[C:3](=[O:13])[C:4]([CH3:12])([CH3:11])[CH2:5][O:6][CH2:7][CH2:8][O:9][CH3:10].[C:14](#[N:16])[CH3:15].[H-].[Na+].Cl, predict the reaction product. The product is: [CH3:10][O:9][CH2:8][CH2:7][O:6][CH2:5][C:4]([CH3:11])([CH3:12])[C:3](=[O:13])[CH2:15][C:14]#[N:16]. (8) Given the reactants [F:1][C:2]([F:13])([F:12])[C:3]1[CH:7]=[CH:6][NH:5][C:4]=1[C:8]([O:10][CH3:11])=O.[CH3:14][O:15][C:16]1[CH:21]=[CH:20][C:19](B(O)O)=[CH:18][CH:17]=1.[F:25][C:26]1[C:31]([F:32])=C(O)[CH:29]=[CH:28][C:27]=1[CH2:34][CH2:35][C:36]([O:38]CC)=[O:37], predict the reaction product. The product is: [F:25][C:26]1[C:31]([F:32])=[C:11]([O:10][CH2:8][C:4]2[N:5]([C:19]3[CH:20]=[CH:21][C:16]([O:15][CH3:14])=[CH:17][CH:18]=3)[CH:6]=[CH:7][C:3]=2[C:2]([F:13])([F:12])[F:1])[CH:29]=[CH:28][C:27]=1[CH2:34][CH2:35][C:36]([OH:38])=[O:37].